Dataset: Forward reaction prediction with 1.9M reactions from USPTO patents (1976-2016). Task: Predict the product of the given reaction. Given the reactants [C:1]([O:5][C:6](=[O:33])[CH2:7][O:8][C:9]1[CH:18]=[CH:17][C:16]([Cl:19])=[C:15]2[C:10]=1[C:11]([CH3:32])=[C:12]([CH2:24][C:25]1[CH:30]=[CH:29][C:28](Br)=[CH:27][CH:26]=1)[C:13]([O:20][CH:21]([F:23])[F:22])=[N:14]2)([CH3:4])([CH3:3])[CH3:2].[CH:34]([N:37]1[CH:41]=[C:40](B2OC(C)(C)C(C)(C)O2)[CH:39]=[N:38]1)([CH3:36])[CH3:35], predict the reaction product. The product is: [C:1]([O:5][C:6](=[O:33])[CH2:7][O:8][C:9]1[CH:18]=[CH:17][C:16]([Cl:19])=[C:15]2[C:10]=1[C:11]([CH3:32])=[C:12]([CH2:24][C:25]1[CH:30]=[CH:29][C:28]([C:40]3[CH:39]=[N:38][N:37]([CH:34]([CH3:36])[CH3:35])[CH:41]=3)=[CH:27][CH:26]=1)[C:13]([O:20][CH:21]([F:23])[F:22])=[N:14]2)([CH3:4])([CH3:3])[CH3:2].